From a dataset of Reaction yield outcomes from USPTO patents with 853,638 reactions. Predict the reaction yield, written as a fraction of the theoretical maximum amount of product (1.0 means a 100% yield; for example, 0.34 means a 34% yield). (1) The reactants are [F:1][C:2]1[CH:3]=[C:4]([C:10]2[C:11]([C:17]3[CH:22]=[CH:21][C:20]([O:23][CH3:24])=[CH:19][CH:18]=3)=[CH:12][C:13](=[O:16])[NH:14][N:15]=2)[CH:5]=[CH:6][C:7]=1[O:8][CH3:9].[Cl:25][C:26]1[CH:35]=[CH:34][C:29]([CH:30]=[CH:31][CH2:32]Cl)=[CH:28][CH:27]=1. No catalyst specified. The product is [Cl:25][C:26]1[CH:35]=[CH:34][C:29]([CH:30]=[CH:31][CH2:32][N:14]2[C:13](=[O:16])[CH:12]=[C:11]([C:17]3[CH:18]=[CH:19][C:20]([O:23][CH3:24])=[CH:21][CH:22]=3)[C:10]([C:4]3[CH:5]=[CH:6][C:7]([O:8][CH3:9])=[C:2]([F:1])[CH:3]=3)=[N:15]2)=[CH:28][CH:27]=1. The yield is 0.725. (2) The reactants are [CH2:1]([O:8][C:9](=[O:31])[NH:10][C:11]1[CH:16]=[CH:15][C:14]([F:17])=[C:13]([CH:18]([C:20]2[C:28]3[C:23](=[N:24][CH:25]=[C:26]([Cl:29])[CH:27]=3)[NH:22][CH:21]=2)[OH:19])[C:12]=1[F:30])[C:2]1[CH:7]=[CH:6][CH:5]=[CH:4][CH:3]=1.CC(OI1(OC(C)=O)(OC(C)=O)OC(=O)C2C=CC=CC1=2)=O.O. The catalyst is O1CCCC1. The product is [CH2:1]([O:8][C:9](=[O:31])[NH:10][C:11]1[CH:16]=[CH:15][C:14]([F:17])=[C:13]([C:18]([C:20]2[C:28]3[C:23](=[N:24][CH:25]=[C:26]([Cl:29])[CH:27]=3)[NH:22][CH:21]=2)=[O:19])[C:12]=1[F:30])[C:2]1[CH:3]=[CH:4][CH:5]=[CH:6][CH:7]=1. The yield is 0.910. (3) The reactants are [F:1][C:2]1[CH:3]=[C:4]([CH2:11]O)[CH:5]=[C:6]([F:10])[C:7]=1[S:8][CH3:9].CS([Cl:17])(=O)=O.Cl. The catalyst is ClCCl. The product is [Cl:17][CH2:11][C:4]1[CH:5]=[C:6]([F:10])[C:7]([S:8][CH3:9])=[C:2]([F:1])[CH:3]=1. The yield is 0.950. (4) The product is [F:16][C:2]([F:15])([F:1])[S:3]([O:6][C:7]1[CH:14]=[CH:13][C:10]([C:11]([OH:18])=[O:12])=[CH:9][CH:8]=1)(=[O:4])=[O:5]. The yield is 0.470. The catalyst is S(=O)(=O)(O)O. The reactants are [F:1][C:2]([F:16])([F:15])[S:3]([O:6][C:7]1[CH:14]=[CH:13][C:10]([CH:11]=[O:12])=[CH:9][CH:8]=1)(=[O:5])=[O:4].[Cr](O[Cr]([O-])(=O)=O)([O-])(=O)=[O:18].[K+].[K+].